From a dataset of Drug-target binding data from BindingDB using IC50 measurements. Regression. Given a target protein amino acid sequence and a drug SMILES string, predict the binding affinity score between them. We predict pIC50 (pIC50 = -log10(IC50 in M); higher means more potent). Dataset: bindingdb_ic50. (1) The small molecule is COc1cc(C(C)C#Cc2cnc(N)nc2N)cc(OC)c1OC. The target protein sequence is MSEKNVSIVVAASVLSSGIGINGQLPWSISEDLKFFSKITNNKCDSNKKNALIMGRKTWDSIGRRPLKNRIIVVISSSLPQDEADPNVVVFRNLEDSIENLMNDDSIENIFVCGGESIYRDALKDNFVDRIYLTRVALEDIEFDTYFPEIPETFLPVYMSQTFCTKNISYDFMIFEKQEKKTLQNCDPARGQLKSIDDTVDLLGEIFGIRKMGNRHKFPKEEIYNTPSIRFGREHYEFQYLDLLSRVLENGAYRENRTGISTYSIFGQMMRFDMRESFPLLTTKKVAIRSIFEELIWFIKGDTNGNHLIEKKVYIWSGNGSKEYLERIGLGHREENDLGPIYGFQWRHYNGEYKTMHDDYTGVGVDQLAKLIETLKNNPKDRRHILTAWNPSALSQMALPPCHVLSQYYVTNDNCLSCNLYQRSCDLGLGSPFNIASYAILTMMLAQVCGYEPGELAIFIGDAHIYENHLTQLKEQLSRTPRPFPQLKFKRKVENIEDFK.... The pIC50 is 5.3. (2) The small molecule is Cc1cccc(C2Cc3[nH]nc(-c4nnn[nH]4)c3C2)c1. The target protein (Q9EP66) has sequence MSKSDHFLVINGKNCCVFRDENIAKVLPPVLGLEFVFGLLGNGLALWIFCFHLKSWKSSRIFLFNLAVADFLLIICLPFLTDNYVHNWDWRFGGIPCRVMLFMLAMNRQGSIIFLTVVAVDRYFRVVHPHHFLNKISNRTAAIISCFLWGLTIGLTVHLLYTNMMTKNGEAYLCSSFSICYNFRWHDAMFLLEFFLPLAIILFCSGRIIWSLRQRQMDRHAKIKRAINFIMVVAIVFIICFLPSVAVRIRIFWLLYKYNVRNCDIYSSVDLAFFTTLSFTYMNSMLDPVVYYFSSPSFPNFFSTCINRCLRKKTLGEPDNNRSTSVELTGDPSTTRSIPGALMADPSEPGSPPYLASTSR. The pIC50 is 5.0.